Predict the product of the given reaction. From a dataset of Forward reaction prediction with 1.9M reactions from USPTO patents (1976-2016). (1) Given the reactants [Cl:1][CH2:2][C:3]1([CH2:9][Cl:10])[CH2:7][O:6][C:5](=[O:8])[NH:4]1.C(O[Cl:16])(C)(C)C, predict the reaction product. The product is: [Cl:16][N:4]1[C:3]([CH2:9][Cl:10])([CH2:2][Cl:1])[CH2:7][O:6][C:5]1=[O:8]. (2) Given the reactants [NH2:1][C:2]1[C:3]([C:9]([O:11][CH3:12])=[O:10])=[N:4][C:5](Br)=[CH:6][N:7]=1.[CH3:13][N:14]([CH3:26])[C:15]([C:17]1[CH:22]=[CH:21][C:20](B(O)O)=[CH:19][CH:18]=1)=[O:16].C(=O)([O-])[O-].[Na+].[Na+].C1(P(C2C=CC=CC=2)C2C=CC=CC=2)C=CC=CC=1, predict the reaction product. The product is: [NH2:1][C:2]1[C:3]([C:9]([O:11][CH3:12])=[O:10])=[N:4][C:5]([C:20]2[CH:21]=[CH:22][C:17]([C:15](=[O:16])[N:14]([CH3:13])[CH3:26])=[CH:18][CH:19]=2)=[CH:6][N:7]=1. (3) Given the reactants [C:1]([O:5][C:6]([N:8]([CH3:50])[C@@H:9]([CH3:49])[C:10]([NH:12][C@@H:13]([C:45]([CH3:48])([CH3:47])[CH3:46])[C:14]([N:16]1[C@H:20]([C:21](=[O:33])[NH:22][C@H:23]2[C:32]3[C:27](=[CH:28][CH:29]=[CH:30][CH:31]=3)[CH2:26][CH2:25][CH2:24]2)[CH2:19][C@H:18]([O:34][CH2:35][C:36]2[CH:44]=[CH:43][C:39]([C:40]([OH:42])=[O:41])=[CH:38][CH:37]=2)[CH2:17]1)=[O:15])=[O:11])=[O:7])([CH3:4])([CH3:3])[CH3:2].ClC(N(C)C)=C(C)C.CCN(C(C)C)C(C)C.O[C:69]1[CH:78]=[C:77]2[C:72]([CH2:73][C@@H:74]([C:100](=[O:112])[NH:101][C@H:102]3[C:111]4[C:106](=[CH:107][CH:108]=[CH:109][CH:110]=4)[CH2:105][CH2:104][CH2:103]3)[N:75]([C:79](=[O:99])[C@@H:80]([NH:85][C:86](=[O:98])[C@@H:87]([N:89]([CH3:97])[C:90](=[O:96])[O:91][C:92]([CH3:95])([CH3:94])[CH3:93])[CH3:88])[C:81]([CH3:84])([CH3:83])[CH3:82])[CH2:76]2)=[CH:71][CH:70]=1, predict the reaction product. The product is: [C:1]([O:5][C:6]([N:8]([CH3:50])[C@@H:9]([CH3:49])[C:10]([NH:12][C@@H:13]([C:45]([CH3:48])([CH3:47])[CH3:46])[C:14]([N:16]1[C@H:20]([C:21](=[O:33])[NH:22][C@H:23]2[C:32]3[C:27](=[CH:28][CH:29]=[CH:30][CH:31]=3)[CH2:26][CH2:25][CH2:24]2)[CH2:19][C@H:18]([O:34][CH2:35][C:36]2[CH:44]=[CH:43][C:39]([C:40]([O:42][C:69]3[CH:78]=[C:77]4[C:72]([CH2:73][C@@H:74]([C:100](=[O:112])[NH:101][C@H:102]5[C:111]6[C:106](=[CH:107][CH:108]=[CH:109][CH:110]=6)[CH2:105][CH2:104][CH2:103]5)[N:75]([C:79](=[O:99])[C@@H:80]([NH:85][C:86](=[O:98])[C@@H:87]([N:89]([C:90]([O:91][C:92]([CH3:93])([CH3:94])[CH3:95])=[O:96])[CH3:97])[CH3:88])[C:81]([CH3:83])([CH3:82])[CH3:84])[CH2:76]4)=[CH:71][CH:70]=3)=[O:41])=[CH:38][CH:37]=2)[CH2:17]1)=[O:15])=[O:11])=[O:7])([CH3:4])([CH3:3])[CH3:2]. (4) Given the reactants Br[C:2]1[S:10][C:5]2[S:6][C:7](Br)=[CH:8][C:4]=2[C:3]=1[CH2:11][N:12]1[CH2:15][CH:14]([CH2:16][S:17]([C:20]2[CH:25]=[CH:24][C:23]([F:26])=[CH:22][CH:21]=2)(=[O:19])=[O:18])[CH2:13]1.[H][H], predict the reaction product. The product is: [F:26][C:23]1[CH:24]=[CH:25][C:20]([S:17]([CH2:16][CH:14]2[CH2:15][N:12]([CH2:11][C:3]3[C:4]4[CH:8]=[CH:7][S:6][C:5]=4[S:10][CH:2]=3)[CH2:13]2)(=[O:19])=[O:18])=[CH:21][CH:22]=1. (5) Given the reactants [C:1]([C:4]1[C:22](=[O:23])[C@@:8]2([CH3:24])[C:9]3[C:15]([OH:16])=[CH:14][C:13]([O:17][CH3:18])=[C:12]([C:19]([NH2:21])=[O:20])[C:10]=3[O:11][C:7]2=[CH:6][C:5]=1[OH:25])(=[O:3])[CH3:2].[F:26][C:27]1[CH:46]=[C:45]([F:47])[CH:44]=[CH:43][C:28]=1[CH2:29][O:30][C:31]1[C:40]2[C:35](=[CH:36][CH:37]=[CH:38][CH:39]=2)[C:34]([CH:41]=O)=[CH:33][CH:32]=1.C([SiH](CC)CC)C.FC(F)(F)C(O)=O, predict the reaction product. The product is: [C:1]([C:4]1[C:22](=[O:23])[C@@:8]2([CH3:24])[C:9]3[C:15]([OH:16])=[CH:14][C:13]([O:17][CH3:18])=[C:12]([C:19]([NH:21][CH2:41][C:34]4[C:35]5[C:40](=[CH:39][CH:38]=[CH:37][CH:36]=5)[C:31]([O:30][CH2:29][C:28]5[CH:43]=[CH:44][C:45]([F:47])=[CH:46][C:27]=5[F:26])=[CH:32][CH:33]=4)=[O:20])[C:10]=3[O:11][C:7]2=[CH:6][C:5]=1[OH:25])(=[O:3])[CH3:2]. (6) The product is: [F:1][C:2]1[CH:7]=[CH:6][C:5]([F:8])=[CH:4][C:3]=1[N:9]([CH2:10][C:11]1[CH:16]=[CH:15][CH:14]=[C:13]([O:17][C:18]([F:22])([F:23])[CH:19]([F:20])[F:21])[CH:12]=1)[CH2:27][CH:26]([OH:28])[C:25]([F:30])([F:29])[F:24]. Given the reactants [F:1][C:2]1[CH:7]=[CH:6][C:5]([F:8])=[CH:4][C:3]=1[NH:9][CH2:10][C:11]1[CH:16]=[CH:15][CH:14]=[C:13]([O:17][C:18]([F:23])([F:22])[CH:19]([F:21])[F:20])[CH:12]=1.[F:24][C:25]([F:30])([F:29])[CH:26]1[O:28][CH2:27]1, predict the reaction product. (7) Given the reactants Br.Br[CH2:3][C:4]([C:6]1[CH:7]=[N:8][CH:9]=[CH:10][CH:11]=1)=[O:5].[N-:12]=[N+:13]=[N-:14].[Na+].C([O-])(O)=O.[Na+], predict the reaction product. The product is: [N:12]([CH2:3][C:4]([C:6]1[CH:7]=[N:8][CH:9]=[CH:10][CH:11]=1)=[O:5])=[N+:13]=[N-:14].